Dataset: Reaction yield outcomes from USPTO patents with 853,638 reactions. Task: Predict the reaction yield, written as a fraction of the theoretical maximum amount of product (1.0 means a 100% yield; for example, 0.34 means a 34% yield). (1) The reactants are Br[C:2]1[CH:3]=[CH:4][C:5]([O:37][CH:38]([CH3:40])[CH3:39])=[C:6]([N:8]2[C:17](=[O:18])[C:16]3[C:11](=[CH:12][CH:13]=[CH:14][CH:15]=3)[N:10]=[C:9]2[CH2:19][N:20]2[CH2:25][CH2:24][N:23]([C:26](=[O:36])[CH2:27][O:28][C:29]3[CH:34]=[CH:33][C:32]([Cl:35])=[CH:31][CH:30]=3)[CH2:22][CH2:21]2)[CH:7]=1.BrNO[CH:44](C)[CH3:45].O1CCOCC1.C(C([Sn])=C(CCCC)CCCC)CCC.[F-].[K+]. The catalyst is Cl[Pd](Cl)([P](C1C=CC=CC=1)(C1C=CC=CC=1)C1C=CC=CC=1)[P](C1C=CC=CC=1)(C1C=CC=CC=1)C1C=CC=CC=1. The product is [Cl:35][C:32]1[CH:31]=[CH:30][C:29]([O:28][CH2:27][C:26]([N:23]2[CH2:24][CH2:25][N:20]([CH2:19][C:9]3[N:8]([C:6]4[CH:7]=[C:2]([CH:44]=[CH2:45])[CH:3]=[CH:4][C:5]=4[O:37][CH:38]([CH3:39])[CH3:40])[C:17](=[O:18])[C:16]4[C:11](=[CH:12][CH:13]=[CH:14][CH:15]=4)[N:10]=3)[CH2:21][CH2:22]2)=[O:36])=[CH:34][CH:33]=1. The yield is 0.720. (2) The reactants are [OH:1][C:2]1[C:11]2[C:6](=[CH:7][CH:8]=[C:9](I)[CH:10]=2)[N:5]([CH3:13])[C:4](=[O:14])[C:3]=1[C:15]([NH:17][CH2:18][C:19]([O:21]CC)=[O:20])=[O:16].C(Cl)(Cl)Cl.CC(C1C=C(C(C)C)C(C2C=CC=CC=2P(C2CCCCC2)C2CCCCC2)=C(C(C)C)C=1)C.CC(C)([O-])C.[Na+].[NH:68]1[CH2:73][CH2:72][CH2:71][CH2:70][CH2:69]1. The catalyst is O1CCOCC1.C1C=CC(/C=C/C(/C=C/C2C=CC=CC=2)=O)=CC=1.C1C=CC(/C=C/C(/C=C/C2C=CC=CC=2)=O)=CC=1.C1C=CC(/C=C/C(/C=C/C2C=CC=CC=2)=O)=CC=1.[Pd].[Pd]. The product is [OH:1][C:2]1[C:11]2[C:6](=[CH:7][CH:8]=[C:9]([N:68]3[CH2:73][CH2:72][CH2:71][CH2:70][CH2:69]3)[CH:10]=2)[N:5]([CH3:13])[C:4](=[O:14])[C:3]=1[C:15]([NH:17][CH2:18][C:19]([OH:21])=[O:20])=[O:16]. The yield is 0.0800. (3) The reactants are [F:1][C:2]1[CH:3]=[C:4]2[C:9](=[CH:10][CH:11]=1)[C:8](=O)[NH:7][CH:6]=[CH:5]2.O=P(Cl)(Cl)[Cl:15].Cl.C([O-])(O)=O.[Na+]. The catalyst is CC#N.O1CCOCC1. The product is [Cl:15][C:8]1[C:9]2[C:4](=[CH:3][C:2]([F:1])=[CH:11][CH:10]=2)[CH:5]=[CH:6][N:7]=1. The yield is 0.780. (4) The reactants are [NH:1]1[CH2:6][CH2:5][CH:4]([N:7]2[C:11]3[CH:12]=[CH:13][CH:14]=[CH:15][C:10]=3[NH:9][C:8]2=[O:16])[CH2:3][CH2:2]1.[C:17](O[C:17]([O:19][C:20]([CH3:23])([CH3:22])[CH3:21])=[O:18])([O:19][C:20]([CH3:23])([CH3:22])[CH3:21])=[O:18]. The catalyst is CN(C=O)C.CCOC(C)=O. The product is [C:20]([O:19][C:17]([N:1]1[CH2:2][CH2:3][CH:4]([N:7]2[C:11]3[CH:12]=[CH:13][CH:14]=[CH:15][C:10]=3[NH:9][C:8]2=[O:16])[CH2:5][CH2:6]1)=[O:18])([CH3:23])([CH3:22])[CH3:21]. The yield is 0.940. (5) The reactants are Cl[CH:2]([C:14]1[CH:19]=[CH:18][CH:17]=[CH:16][CH:15]=1)[C:3]([C:5]1[C:13]2[C:8](=[CH:9][CH:10]=[CH:11][CH:12]=2)[NH:7][CH:6]=1)=[O:4].[CH3:20][O:21][C:22]1[CH:28]=[CH:27][C:26]([O:29][CH3:30])=[CH:25][C:23]=1[NH2:24].CCN(C(C)C)C(C)C. The catalyst is C(#N)C. The product is [CH3:20][O:21][C:22]1[CH:28]=[CH:27][C:26]([O:29][CH3:30])=[CH:25][C:23]=1[NH:24][CH:2]([C:14]1[CH:19]=[CH:18][CH:17]=[CH:16][CH:15]=1)[C:3]([C:5]1[C:13]2[C:8](=[CH:9][CH:10]=[CH:11][CH:12]=2)[NH:7][CH:6]=1)=[O:4]. The yield is 0.0600. (6) The reactants are [C:1]([O:5][C:6]([N:8]([CH2:17][C:18]1[CH:33]=[CH:32][C:21]([O:22][C:23]2[CH:31]=[CH:30][C:26]([C:27]([OH:29])=O)=[CH:25][N:24]=2)=[CH:20][CH:19]=1)[CH2:9][CH2:10][C:11]1[CH:16]=[CH:15][CH:14]=[CH:13][CH:12]=1)=[O:7])([CH3:4])([CH3:3])[CH3:2].C(Cl)CCl.C1C=C[C:41]2N(O)N=[N:44][C:42]=2C=1.CCN(C(C)C)C(C)C.Cl.CN.C(O)(=O)CC(CC(O)=O)(C(O)=O)O.C([O-])(O)=O.[Na+]. The catalyst is C(Cl)Cl. The product is [C:1]([O:5][C:6](=[O:7])[N:8]([CH2:17][C:18]1[CH:19]=[CH:20][C:21]([O:22][C:23]2[CH:31]=[CH:30][C:26]([C:27](=[O:29])[NH:44][CH2:42][CH3:41])=[CH:25][N:24]=2)=[CH:32][CH:33]=1)[CH2:9][CH2:10][C:11]1[CH:12]=[CH:13][CH:14]=[CH:15][CH:16]=1)([CH3:2])([CH3:4])[CH3:3]. The yield is 0.570.